From a dataset of Forward reaction prediction with 1.9M reactions from USPTO patents (1976-2016). Predict the product of the given reaction. (1) Given the reactants [CH:1]1([N:7]([CH2:21][CH2:22][C:23]2[CH:28]=[CH:27][CH:26]=[CH:25][CH:24]=2)[C:8](=[O:20])[NH:9][C:10]2[S:11][C:12]([S:15][CH2:16][C:17]([OH:19])=[O:18])=[CH:13][N:14]=2)[CH2:6][CH2:5][CH2:4][CH2:3][CH2:2]1.C1(CCN)CCCCC=1.C1(=O)CCCCC1, predict the reaction product. The product is: [C:23]1([CH2:22][CH2:21][N:7]([CH:1]2[CH2:2][CH2:3][CH2:4][CH2:5][CH2:6]2)[C:8](=[O:20])[NH:9][C:10]2[S:11][C:12]([S:15][CH2:16][C:17]([OH:19])=[O:18])=[CH:13][N:14]=2)[CH2:28][CH2:27][CH2:26][CH2:25][CH:24]=1. (2) Given the reactants O[CH2:2][C:3]1[CH:7]=[CH:6][S:5][C:4]=1[C:8]([OH:10])=[O:9].C1(C)C=CC(S(Cl)(=O)=O)=CC=1, predict the reaction product. The product is: [S:5]1[C:4]2[C:8](=[O:9])[O:10][CH2:2][C:3]=2[CH:7]=[CH:6]1. (3) Given the reactants CS(O[CH2:6][CH2:7][CH2:8][CH2:9][S:10]([C:13]1[CH:18]=[CH:17][CH:16]=[C:15]([O:19][C:20]2[CH:25]=[CH:24][C:23]([F:26])=[C:22]([C:27]3[C:36]4[C:31](=[C:32]([Cl:37])[CH:33]=[CH:34][CH:35]=4)[N:30]=[CH:29][N:28]=3)[CH:21]=2)[CH:14]=1)(=[O:12])=[O:11])(=O)=O.[CH3:38][NH2:39], predict the reaction product. The product is: [Cl:37][C:32]1[CH:33]=[CH:34][CH:35]=[C:36]2[C:31]=1[N:30]=[CH:29][N:28]=[C:27]2[C:22]1[CH:21]=[C:20]([CH:25]=[CH:24][C:23]=1[F:26])[O:19][C:15]1[CH:14]=[C:13]([S:10]([CH2:9][CH2:8][CH2:7][CH2:6][NH:39][CH3:38])(=[O:11])=[O:12])[CH:18]=[CH:17][CH:16]=1.